Dataset: Reaction yield outcomes from USPTO patents with 853,638 reactions. Task: Predict the reaction yield, written as a fraction of the theoretical maximum amount of product (1.0 means a 100% yield; for example, 0.34 means a 34% yield). (1) The reactants are [NH2:1][C:2](=[O:27])[C@H:3]([NH:8][C:9]1[CH:18]=[C:17]([C:19]#[N:20])[C:12]([C:13](OC)=[O:14])=[C:11]([C:21]2[CH:22]=[N:23][N:24]([CH3:26])[CH:25]=2)[N:10]=1)[CH2:4][CH:5]([CH3:7])[CH3:6]. The catalyst is CO.CC(O)=O.[OH-].[Pd+2].[OH-]. The product is [CH3:6][CH:5]([CH3:7])[CH2:4][C@@H:3]([NH:8][C:9]1[N:10]=[C:11]([C:21]2[CH:22]=[N:23][N:24]([CH3:26])[CH:25]=2)[C:12]2[C:13](=[O:14])[NH:20][CH2:19][C:17]=2[CH:18]=1)[C:2]([NH2:1])=[O:27]. The yield is 0.540. (2) The reactants are Cl[C:2]1[CH:7]=[CH:6][CH:5]=[C:4]([CH3:8])[N:3]=1.C(=O)([O-])[O-].[K+].[K+].[CH2:15]([SH:22])[C:16]1[CH:21]=[CH:20][CH:19]=[CH:18][CH:17]=1.O. The catalyst is CS(C)=O. The product is [CH2:15]([S:22][C:2]1[CH:7]=[CH:6][CH:5]=[C:4]([CH3:8])[N:3]=1)[C:16]1[CH:21]=[CH:20][CH:19]=[CH:18][CH:17]=1. The yield is 0.870. (3) The yield is 0.447. The reactants are [Cl:1][C:2]1[C:7]([Cl:8])=[CH:6][C:5]([NH2:9])=[C:4]([CH2:10][CH3:11])[CH:3]=1.[H-].[Na+].Br[CH2:15][C:16]([O:18][CH2:19][CH3:20])=[O:17]. The product is [Cl:1][C:2]1[C:7]([Cl:8])=[CH:6][C:5]([NH:9][CH2:15][C:16]([O:18][CH2:19][CH3:20])=[O:17])=[C:4]([CH2:10][CH3:11])[CH:3]=1. The catalyst is CN(C=O)C. (4) The reactants are [CH2:1]([N:8]1[CH2:13][CH2:12][CH:11]([NH2:14])[CH2:10][CH2:9]1)[C:2]1[CH:7]=[CH:6][CH:5]=[CH:4][CH:3]=1.C(O)(C)(C)C.[C:20]([O:24][C:25](OC([O-])=O)=[O:26])([CH3:23])([CH3:22])[CH3:21]. The catalyst is [OH-].[Na+]. The product is [C:20]([O:24][C:25](=[O:26])[NH:14][CH:11]1[CH2:12][CH2:13][N:8]([CH2:1][C:2]2[CH:3]=[CH:4][CH:5]=[CH:6][CH:7]=2)[CH2:9][CH2:10]1)([CH3:23])([CH3:22])[CH3:21]. The yield is 0.828. (5) The reactants are [NH2:1][C:2]1[CH:7]=[CH:6][C:5]([NH:8][C:9](=[O:15])/[CH:10]=[CH:11]\[C:12]([OH:14])=[O:13])=[CH:4][CH:3]=1.[OH-].[Na+:17]. The catalyst is O. The product is [NH2:1][C:2]1[CH:3]=[CH:4][C:5]([NH:8][C:9](=[O:15])/[CH:10]=[CH:11]\[C:12]([O-:14])=[O:13])=[CH:6][CH:7]=1.[Na+:17]. The yield is 0.768. (6) The reactants are [CH3:1][C:2]([SH:5])([CH3:4])[CH3:3].[F:6][C:7]1[CH:12]=[CH:11][CH:10]=[C:9](F)[C:8]=1[C:14]1[O:15][CH2:16][C:17]([CH3:20])([CH3:19])[N:18]=1.[H-].[Na+]. The catalyst is C1COCC1. The product is [F:6][C:7]1[CH:12]=[CH:11][CH:10]=[C:9]([S:5][C:2]([CH3:4])([CH3:3])[CH3:1])[C:8]=1[C:14]1[O:15][CH2:16][C:17]([CH3:20])([CH3:19])[N:18]=1. The yield is 0.830.